This data is from Forward reaction prediction with 1.9M reactions from USPTO patents (1976-2016). The task is: Predict the product of the given reaction. (1) Given the reactants [NH2:1][CH:2]([C:10]1[C:11]([O:18][CH3:19])=[N:12][CH:13]=[CH:14][C:15]=1[O:16][CH3:17])[CH2:3][CH2:4][CH2:5][C:6]([O:8]C)=O.[S:20]1[CH:24]=[CH:23][N:22]=[C:21]1[C:25]1[CH:26]=[C:27]([CH:30]=[CH:31][CH:32]=1)[CH:28]=O, predict the reaction product. The product is: [CH3:19][O:18][C:11]1[C:10]([CH:2]2[N:1]([CH2:28][C:27]3[CH:30]=[CH:31][CH:32]=[C:25]([C:21]4[S:20][CH:24]=[CH:23][N:22]=4)[CH:26]=3)[C:6](=[O:8])[CH2:5][CH2:4][CH2:3]2)=[C:15]([O:16][CH3:17])[CH:14]=[CH:13][N:12]=1. (2) Given the reactants [CH:1]1[CH:6]=[C:5]2[C:7]([N:9]([CH2:12][C:13]([OH:15])=O)[C:10](=[O:11])[C:4]2=[CH:3][CH:2]=1)=[O:8].C(Cl)(=O)C(Cl)=O.[CH2:22]([NH2:29])[C:23]1[CH:28]=[CH:27][CH:26]=[CH:25][CH:24]=1, predict the reaction product. The product is: [CH2:22]([NH:29][C:13](=[O:15])[CH2:12][N:9]1[C:10](=[O:11])[C:4]2[C:5](=[CH:6][CH:1]=[CH:2][CH:3]=2)[C:7]1=[O:8])[C:23]1[CH:28]=[CH:27][CH:26]=[CH:25][CH:24]=1. (3) Given the reactants [Na].[CH3:2][O:3][CH2:4][CH2:5][OH:6].Cl.Cl[C:9]1[CH:18]=[C:17]2[C:12]([C:13]([NH:19][C:20]3[CH:25]=[CH:24][C:23]([Cl:26])=[CH:22][C:21]=3[F:27])=[N:14][CH:15]=[N:16]2)=[CH:11][C:10]=1[N+:28]([O-:30])=[O:29], predict the reaction product. The product is: [Cl:26][C:23]1[CH:24]=[CH:25][C:20]([NH:19][C:13]2[C:12]3[C:17](=[CH:18][C:9]([O:6][CH2:5][CH2:4][O:3][CH3:2])=[C:10]([N+:28]([O-:30])=[O:29])[CH:11]=3)[N:16]=[CH:15][N:14]=2)=[C:21]([F:27])[CH:22]=1. (4) Given the reactants [CH3:1][O:2][C:3](=[O:25])[C:4]([NH:14]C(OCC1C=CC=CC=1)=O)=[CH:5][C:6]1[C:11](Br)=[CH:10][N:9]=[CH:8][C:7]=1[Br:13].C(=O)([O-])[O-].[K+].[K+].N1CCC[C@H]1C(O)=O, predict the reaction product. The product is: [CH3:1][O:2][C:3]([C:4]1[NH:14][C:11]2=[CH:10][N:9]=[CH:8][C:7]([Br:13])=[C:6]2[CH:5]=1)=[O:25]. (5) Given the reactants [CH2:1]([NH:8][C:9](=O)[CH2:10][C:11]1[N:12]=[C:13]([S:16][C:17]([CH3:22])([CH3:21])[C:18]([OH:20])=[O:19])[S:14][CH:15]=1)[CH2:2][CH2:3][CH2:4][CH2:5][CH2:6][CH3:7], predict the reaction product. The product is: [CH2:1]([NH:8][CH2:9][CH2:10][C:11]1[N:12]=[C:13]([S:16][C:17]([CH3:21])([CH3:22])[C:18]([OH:20])=[O:19])[S:14][CH:15]=1)[CH2:2][CH2:3][CH2:4][CH2:5][CH2:6][CH3:7]. (6) Given the reactants BrC1C(C)=CC(C)=CC=1C.[Li]C(C)(C)C.[CH3:16][O:17][C:18]1[CH:23]=[CH:22][CH:21]=[CH:20][N:19]=1.CON(C)[C:27]([CH:29]1[CH2:33][CH:32]=[CH:31][CH2:30]1)=[O:28], predict the reaction product. The product is: [CH2:32]1[CH2:31][CH:30]=[C:29]([C:27]([C:23]2[C:18]([O:17][CH3:16])=[N:19][CH:20]=[CH:21][CH:22]=2)=[O:28])[CH2:33]1. (7) Given the reactants [CH3:1][C:2]1([CH3:31])[CH2:11][CH2:10][C:9]([CH3:13])([CH3:12])[C:8]2[CH:7]=[C:6]([C:14]3([C:19]4[CH:24]=[CH:23][C:22](/[CH:25]=[CH:26]/[C:27]([O:29][CH3:30])=[O:28])=[CH:21][CH:20]=4)[O:18][CH2:17][CH2:16][O:15]3)[CH:5]=[CH:4][C:3]1=2.CCO.CCOC(C)=O.[H][H], predict the reaction product. The product is: [CH3:1][C:2]1([CH3:31])[CH2:11][CH2:10][C:9]([CH3:12])([CH3:13])[C:8]2[CH:7]=[C:6]([C:14]3([C:19]4[CH:20]=[CH:21][C:22]([CH2:25][CH2:26][C:27]([O:29][CH3:30])=[O:28])=[CH:23][CH:24]=4)[O:18][CH2:17][CH2:16][O:15]3)[CH:5]=[CH:4][C:3]1=2. (8) Given the reactants OO.[CH:3]1[C:15]2[CH:14]([C:16]3[S:31][C:19]4[N:20]([CH2:27][CH:28]([CH3:30])[CH3:29])[C:21](=[O:26])[N:22]([CH3:25])[C:23](=[O:24])[C:18]=4[C:17]=3[S:32][C:33]3[N:37](CC4C=CC(OC)=CC=4)[N:36]=[CH:35][N:34]=3)[C:13]3[C:8](=[CH:9][CH:10]=[CH:11][CH:12]=3)[C:7]=2[CH:6]=[CH:5][CH:4]=1.[OH-:47].[Na+].Cl.[OH2:50], predict the reaction product. The product is: [CH:3]1[C:15]2[CH:14]([C:16]3[S:31][C:19]4[N:20]([CH2:27][CH:28]([CH3:30])[CH3:29])[C:21](=[O:26])[N:22]([CH3:25])[C:23](=[O:24])[C:18]=4[C:17]=3[S:32]([C:33]3[NH:37][N:36]=[CH:35][N:34]=3)(=[O:50])=[O:47])[C:13]3[C:8](=[CH:9][CH:10]=[CH:11][CH:12]=3)[C:7]=2[CH:6]=[CH:5][CH:4]=1. (9) The product is: [Cl:6][C:7]1[CH:8]=[C:9]([NH:21][C:22]2[C:31]3[C:26](=[CH:27][CH:28]=[CH:29][C:30]=3[O:32][CH2:33][CH2:34][N:35]([CH:36]3[CH2:41][CH2:40][O:39][CH2:38][CH2:37]3)[C:1](=[O:5])[CH2:2][OH:3])[N:25]=[CH:24][N:23]=2)[CH:10]=[CH:11][C:12]=1[O:13][CH2:14][C:15]1[CH:20]=[CH:19][CH:18]=[CH:17][N:16]=1. Given the reactants [C:1]([OH:5])(=O)[CH2:2][OH:3].[Cl:6][C:7]1[CH:8]=[C:9]([NH:21][C:22]2[C:31]3[C:26](=[CH:27][CH:28]=[CH:29][C:30]=3[O:32][CH2:33][CH2:34][NH:35][CH:36]3[CH2:41][CH2:40][O:39][CH2:38][CH2:37]3)[N:25]=[CH:24][N:23]=2)[CH:10]=[CH:11][C:12]=1[O:13][CH2:14][C:15]1[CH:20]=[CH:19][CH:18]=[CH:17][N:16]=1, predict the reaction product. (10) Given the reactants C([O:3][C:4]1[CH2:9][CH2:8][CH:7]([CH2:10][CH2:11][CH:12]([CH3:14])[CH3:13])[C:6](=O)[CH:5]=1)C.C1(C)C=CC=CC=1.[H-].C([Al+]CC(C)C)C(C)C.S([O-])(O)(=O)=O.[K+], predict the reaction product. The product is: [CH3:13][CH:12]([CH3:14])[CH2:11][CH2:10][CH:7]1[CH2:8][CH2:9][C:4](=[O:3])[CH:5]=[CH:6]1.